Predict the product of the given reaction. From a dataset of Forward reaction prediction with 1.9M reactions from USPTO patents (1976-2016). (1) Given the reactants C([O:5][C:6](=[O:30])[C@@H:7]([NH:14][C:15]([C:17]1[CH:22]=[CH:21][C:20]([C:23]2[CH:28]=[CH:27][CH:26]=[C:25]([NH2:29])[CH:24]=2)=[CH:19][CH:18]=1)=[O:16])[CH2:8][O:9]C(C)(C)C)(C)(C)C.[S:31]1[CH:35]=[CH:34][CH:33]=[C:32]1[S:36](Cl)(=[O:38])=[O:37], predict the reaction product. The product is: [OH:9][CH2:8][C@H:7]([NH:14][C:15]([C:17]1[CH:18]=[CH:19][C:20]([C:23]2[CH:28]=[CH:27][CH:26]=[C:25]([NH:29][S:36]([C:32]3[S:31][CH:35]=[CH:34][CH:33]=3)(=[O:38])=[O:37])[CH:24]=2)=[CH:21][CH:22]=1)=[O:16])[C:6]([OH:5])=[O:30]. (2) Given the reactants [Br:1][C:2]1[CH:7]=[CH:6][C:5]([S:8](Cl)(=[O:10])=[O:9])=[CH:4][C:3]=1[F:12].[NH:13]1[CH2:17][CH2:16][CH2:15][CH2:14]1, predict the reaction product. The product is: [Br:1][C:2]1[CH:7]=[CH:6][C:5]([S:8]([N:13]2[CH2:17][CH2:16][CH2:15][CH2:14]2)(=[O:10])=[O:9])=[CH:4][C:3]=1[F:12]. (3) Given the reactants [Cl:1][C:2]1[CH:23]=[C:22](OS(C(F)(F)F)(=O)=O)[C:5]2[O:6][C@@H:7]([CH2:10][O:11][S:12]([C:15]3[CH:20]=[CH:19][C:18]([CH3:21])=[CH:17][CH:16]=3)(=[O:14])=[O:13])[CH2:8][O:9][C:4]=2[CH:3]=1.[CH3:32][O:33][C:34]1[C:39]([O:40][CH3:41])=[CH:38][CH:37]=[CH:36][C:35]=1B(O)O, predict the reaction product. The product is: [CH3:32][O:33][C:34]1[C:39]([O:40][CH3:41])=[CH:38][CH:37]=[CH:36][C:35]=1[C:22]1[C:5]2[O:6][C@@H:7]([CH2:10][O:11][S:12]([C:15]3[CH:20]=[CH:19][C:18]([CH3:21])=[CH:17][CH:16]=3)(=[O:13])=[O:14])[CH2:8][O:9][C:4]=2[CH:3]=[C:2]([Cl:1])[CH:23]=1. (4) Given the reactants [CH3:1][C@H:2]1[CH2:30][O:29][C@@:5]2([O:9][C@H:8]3[CH2:10][C@H:11]4[C@@H:16]5[CH2:17][CH:18]=[C:19]6[CH2:24][C@@H:23]([OH:25])[CH2:22][CH2:21][C@:20]6([CH3:26])[C@H:15]5[CH2:14][CH2:13][C@:12]4([CH3:27])[C@H:7]3[C@@H:6]2[CH3:28])[CH2:4][CH2:3]1.O[CH:32]1[O:40][C@H:39]([CH2:41][OH:42])[C@@H:37]([OH:38])[C@H:35]([OH:36])[C@H:33]1[OH:34], predict the reaction product. The product is: [CH3:1][C@H:2]1[CH2:30][O:29][C@@:5]2([O:9][C@H:8]3[CH2:10][C@H:11]4[C@@H:16]5[CH2:17][CH:18]=[C:19]6[CH2:24][C@@H:23]([O:25][C@@H:32]7[O:40][C@H:39]([CH2:41][OH:42])[C@@H:37]([OH:38])[C@H:35]([OH:36])[C@H:33]7[O:34][C@@H:32]7[O:40][C@@H:39]([CH3:41])[C@H:37]([OH:38])[C@@H:35]([OH:36])[C@H:33]7[OH:34])[CH2:22][CH2:21][C@:20]6([CH3:26])[C@H:15]5[CH2:14][CH2:13][C@:12]4([CH3:27])[C@H:7]3[C@@H:6]2[CH3:28])[CH2:4][CH2:3]1. (5) The product is: [C:1]([C:3]1[CH:4]=[CH:5][C:6]([NH:9][C:10]([C:12]2([OH:25])[CH2:13][CH2:14][N:15]([CH2:18][C@H:52]([OH:53])[C:51]3[C:43]([CH3:42])=[C:44]4[C:48](=[CH:49][CH:50]=3)[C:47](=[O:55])[O:46][CH2:45]4)[CH2:16][CH2:17]2)=[O:11])=[N:7][CH:8]=1)#[N:2]. Given the reactants [C:1]([C:3]1[CH:4]=[CH:5][C:6]([NH:9][C:10]([C:12]2([OH:25])[CH2:17][CH2:16][N:15]([C:18](OC(C)(C)C)=O)[CH2:14][CH2:13]2)=[O:11])=[N:7][CH:8]=1)#[N:2].C(O)(C(F)(F)F)=O.CCN(C(C)C)C(C)C.[CH3:42][C:43]1[C:51]([C@@H:52]2C[O:53]2)=[CH:50][CH:49]=[C:48]2[C:44]=1[CH2:45][O:46][C:47]2=[O:55], predict the reaction product.